The task is: Predict the reactants needed to synthesize the given product.. This data is from Full USPTO retrosynthesis dataset with 1.9M reactions from patents (1976-2016). (1) Given the product [C:8]12([C:3]3=[CH:2][C:1]([O:6][C:4]3=[O:5])=[O:7])[CH2:14][CH:11]([CH2:12][CH2:13]1)[CH:10]=[CH:9]2.[C:15]([O:19][C:20](=[O:23])[CH:21]=[CH2:22])([CH3:18])([CH3:17])[CH3:16].[C:24]([CH:28]([CH3:32])[C:29](=[O:31])[CH3:30])(=[O:27])[CH:25]=[CH2:26], predict the reactants needed to synthesize it. The reactants are: [C:1]1(=[O:7])[O:6][C:4](=[O:5])[CH:3]=[CH:2]1.[CH:8]12[CH2:14][CH:11]([CH2:12][CH2:13]1)[CH:10]=[CH:9]2.[C:15]([O:19][C:20](=[O:23])[CH:21]=[CH2:22])([CH3:18])([CH3:17])[CH3:16].[C:24]([CH:28]([CH3:32])[C:29](=[O:31])[CH3:30])(=[O:27])[CH:25]=[CH2:26]. (2) Given the product [CH2:31]([O:38][C:39]1[C:44]([F:45])=[CH:43][C:42]([C:2]2[N:7]=[C:6]3[N:8]([CH:11]4[CH2:16][CH2:15][CH2:14][CH2:13][O:12]4)[N:9]=[CH:10][C:5]3=[C:4]([NH:17][CH2:18][C:19]3[CH:24]=[CH:23][CH:22]=[CH:21][C:20]=3[N:25]([CH3:30])[S:26]([CH3:29])(=[O:28])=[O:27])[N:3]=2)=[C:41]([CH2:55][CH3:56])[CH:40]=1)[C:32]1[CH:37]=[CH:36][CH:35]=[CH:34][CH:33]=1, predict the reactants needed to synthesize it. The reactants are: Cl[C:2]1[N:7]=[C:6]2[N:8]([CH:11]3[CH2:16][CH2:15][CH2:14][CH2:13][O:12]3)[N:9]=[CH:10][C:5]2=[C:4]([NH:17][CH2:18][C:19]2[CH:24]=[CH:23][CH:22]=[CH:21][C:20]=2[N:25]([CH3:30])[S:26]([CH3:29])(=[O:28])=[O:27])[N:3]=1.[CH2:31]([O:38][C:39]1[C:44]([F:45])=[CH:43][C:42](B2OC(C)(C)C(C)(C)O2)=[C:41]([CH2:55][CH3:56])[CH:40]=1)[C:32]1[CH:37]=[CH:36][CH:35]=[CH:34][CH:33]=1.P([O-])([O-])([O-])=O.[K+].[K+].[K+]. (3) Given the product [C:44]1([CH2:43][O:50][C:41]([NH:38][CH2:32][CH2:31][C@H:27]2[CH2:28][CH2:29][CH2:30][N:25]([C:23]([O:22][C:19]([CH3:18])([CH3:20])[CH3:21])=[O:24])[CH2:26]2)=[O:8])[CH:49]=[CH:48][CH:47]=[CH:46][CH:45]=1, predict the reactants needed to synthesize it. The reactants are: C1(P(N=[N+]=[N-])(C2C=CC=CC=2)=[O:8])C=CC=CC=1.[CH3:18][C:19]([O:22][C:23]([N:25]1[CH2:30][CH2:29][CH2:28][C@H:27]([CH2:31][CH2:32]C(O)=O)[CH2:26]1)=[O:24])([CH3:21])[CH3:20].C([N:38]([CH2:41]C)CC)C.[CH2:43]([OH:50])[C:44]1[CH:49]=[CH:48][CH:47]=[CH:46][CH:45]=1. (4) Given the product [CH2:6]([O:5][P:4]([C:9]1[CH:14]=[CH:13][CH:12]=[CH:11][C:10]=1[NH:15][C:43]([C:40]1[CH:39]=[CH:38][C:37]([C:34]2[CH:35]=[CH:36][C:31]([O:30][CH2:22][CH2:23][CH2:24][CH2:25][CH2:26][CH2:27][CH2:28][CH3:29])=[CH:32][CH:33]=2)=[CH:42][CH:41]=1)=[O:44])(=[O:8])[O:3][CH2:1][CH3:2])[CH3:7], predict the reactants needed to synthesize it. The reactants are: [CH2:1]([O:3][P:4]([C:9]1[CH:14]=[CH:13][CH:12]=[CH:11][C:10]=1[NH2:15])(=[O:8])[O:5][CH2:6][CH3:7])[CH3:2].N1C=CC=CC=1.[CH2:22]([O:30][C:31]1[CH:36]=[CH:35][C:34]([C:37]2[CH:42]=[CH:41][C:40]([C:43](Cl)=[O:44])=[CH:39][CH:38]=2)=[CH:33][CH:32]=1)[CH2:23][CH2:24][CH2:25][CH2:26][CH2:27][CH2:28][CH3:29].C([O-])(O)=O.[Na+].CCOC(C)=O.